Task: Predict the product of the given reaction.. Dataset: Forward reaction prediction with 1.9M reactions from USPTO patents (1976-2016) (1) Given the reactants Br[C:2]1[CH:11]=[C:10]2[C:5]([NH:6][CH2:7][CH2:8][N:9]2[CH3:12])=[CH:4][C:3]=1[C:13]([F:16])([F:15])[F:14].[CH3:17][N:18]1[CH:22]=[C:21](B2OC(C)(C)C(C)(C)O2)[CH:20]=[N:19]1.C(=O)([O-])[O-].[Na+].[Na+].C1(P(C2CCCCC2)C2C=CC=CC=2C2C(C(C)C)=CC(C(C)C)=CC=2C(C)C)CCCCC1, predict the reaction product. The product is: [CH3:12][N:9]1[C:10]2[C:5](=[CH:4][C:3]([C:13]([F:16])([F:15])[F:14])=[C:2]([C:21]3[CH:20]=[N:19][N:18]([CH3:17])[CH:22]=3)[CH:11]=2)[NH:6][CH2:7][CH2:8]1. (2) Given the reactants O.[C:2]([OH:6])(=[O:5])[CH:3]=O.Cl.N1CC[O:11][CH2:10][CH2:9]1.O.[Cl:15][CH2:16][CH2:17][CH2:18][O:19][C:20]1[CH:25]=[CH:24][C:23](CC=O)=[CH:22][CH:21]=1, predict the reaction product. The product is: [Cl:15][CH2:16][CH2:17][CH2:18][O:19][C:20]1[CH:25]=[CH:24][C:23]([C:3]2[CH:2]([OH:6])[O:5][C:10](=[O:11])[CH:9]=2)=[CH:22][CH:21]=1. (3) Given the reactants [C:1]1([CH3:13])[CH:6]=[CH:5][CH:4]=[CH:3][C:2]=1[CH2:7][CH2:8][NH:9][C:10](=O)[CH3:11].O=P12OP3(OP(OP(O3)(O1)=O)(=O)O2)=O, predict the reaction product. The product is: [CH3:11][C:10]1[C:3]2[C:2](=[C:1]([CH3:13])[CH:6]=[CH:5][CH:4]=2)[CH2:7][CH2:8][N:9]=1. (4) Given the reactants C([O:8][CH2:9][CH2:10][O:11][CH2:12][C:13]1[CH:18]=[CH:17][C:16]([C:19](=[CH2:30])[C:20]([O:22]CC2C=CC=CC=2)=[O:21])=[CH:15][C:14]=1[F:31])C1C=CC=CC=1, predict the reaction product. The product is: [F:31][C:14]1[CH:15]=[C:16]([CH:19]([CH3:30])[C:20]([OH:22])=[O:21])[CH:17]=[CH:18][C:13]=1[CH2:12][O:11][CH2:10][CH2:9][OH:8]. (5) Given the reactants N1C=CC=CC=1C=O.CC1N=C(CO)C=CC=1.[OH:18][CH:19]([C:29]1[CH:34]=[CH:33][CH:32]=[C:31]([CH3:35])[N:30]=1)[C:20]([C:22]1[CH:27]=[CH:26][CH:25]=[C:24]([CH3:28])[N:23]=1)=[O:21].[OH:36][CH:37]([C:47]1[CH:52]=[CH:51][CH:50]=[CH:49][N:48]=1)[C:38]([C:40]1[CH:45]=[CH:44][CH:43]=[C:42]([CH3:46])[N:41]=1)=[O:39], predict the reaction product. The product is: [CH3:35][C:31]1[N:30]=[C:29]([C:19](=[O:18])[C:20]([C:22]2[CH:27]=[CH:26][CH:25]=[C:24]([CH3:28])[N:23]=2)=[O:21])[CH:34]=[CH:33][CH:32]=1.[N:48]1[CH:49]=[CH:50][CH:51]=[CH:52][C:47]=1[C:37](=[O:36])[C:38]([C:40]1[CH:45]=[CH:44][CH:43]=[C:42]([CH3:46])[N:41]=1)=[O:39]. (6) Given the reactants [Br:1][C:2]1[CH:10]=[C:9]([CH3:11])[C:5]([C:6]([OH:8])=O)=[C:4]([CH3:12])[CH:3]=1.S(Cl)(Cl)=O.CCN(C(C)C)C(C)C.Cl.[NH2:27][C:28]1([C:31]([O:33][CH2:34][CH3:35])=[O:32])[CH2:30][CH2:29]1, predict the reaction product. The product is: [CH2:34]([O:33][C:31]([C:28]1([NH:27][C:6](=[O:8])[C:5]2[C:4]([CH3:12])=[CH:3][C:2]([Br:1])=[CH:10][C:9]=2[CH3:11])[CH2:30][CH2:29]1)=[O:32])[CH3:35]. (7) Given the reactants [F:1][C:2]1[CH:7]=[CH:6][C:5]([C:8]2[C:13]([O:14]CC3C=CC(OC)=CC=3)=[CH:12][CH:11]=[C:10]([CH3:24])[C:9]=2[CH:25]([O:30][C:31]([CH3:34])([CH3:33])[CH3:32])[C:26]([O:28][CH3:29])=[O:27])=[CH:4][CH:3]=1.C([O-])=O.[NH4+], predict the reaction product. The product is: [C:31]([O:30][CH:25]([C:9]1[C:10]([CH3:24])=[CH:11][CH:12]=[C:13]([OH:14])[C:8]=1[C:5]1[CH:6]=[CH:7][C:2]([F:1])=[CH:3][CH:4]=1)[C:26]([O:28][CH3:29])=[O:27])([CH3:34])([CH3:32])[CH3:33]. (8) The product is: [Na:18].[CH3:1][O:2][C:3]1[CH:8]=[CH:7][C:6]([OH:9])=[CH:5][CH:4]=1.[Na:18].[CH:14]1[C:15]([OH:16])=[CH:10][CH:11]=[C:12]([CH3:17])[CH:13]=1. Given the reactants [CH3:1][O:2][C:3]1[CH:8]=[CH:7][C:6]([OH:9])=[CH:5][CH:4]=1.[CH:10]1[C:15]([OH:16])=[CH:14][CH:13]=[C:12]([CH3:17])[CH:11]=1.[Na:18], predict the reaction product. (9) The product is: [CH3:27][C:28]1[N:29]=[C:30]([CH2:34][O:20][C:17]2[CH:18]=[CH:19][C:14]([CH2:13][C:10]3[CH:9]=[C:8]([C:7]4[C:2]([NH2:1])=[N:3][C:4]([NH2:21])=[CH:5][CH:6]=4)[O:12][N:11]=3)=[CH:15][CH:16]=2)[CH:31]=[CH:32][CH:33]=1. Given the reactants [NH2:1][C:2]1[C:7]([C:8]2[O:12][N:11]=[C:10]([CH2:13][C:14]3[CH:19]=[CH:18][C:17]([OH:20])=[CH:16][CH:15]=3)[CH:9]=2)=[CH:6][CH:5]=[C:4]([NH2:21])[N:3]=1.CO.[OH-].[Na+].Cl[CH2:27][C:28]1[CH:33]=[CH:32][CH:31]=[C:30]([CH3:34])[N:29]=1, predict the reaction product.